This data is from Full USPTO retrosynthesis dataset with 1.9M reactions from patents (1976-2016). The task is: Predict the reactants needed to synthesize the given product. (1) Given the product [Cl:1][C:2]1[CH:18]=[CH:17][C:5]([O:6][C:7]2[CH:8]=[CH:9][C:10]([CH:13]([NH2:15])[CH3:14])=[CH:11][CH:12]=2)=[C:4]([F:19])[CH:3]=1, predict the reactants needed to synthesize it. The reactants are: [Cl:1][C:2]1[CH:18]=[CH:17][C:5]([O:6][C:7]2[CH:12]=[CH:11][C:10]([C:13](=[N:15]O)[CH3:14])=[CH:9][CH:8]=2)=[C:4]([F:19])[CH:3]=1.N.[H][H]. (2) Given the product [CH3:1][S:2]([N:14]1[C:15]2[C:11](=[CH:10][C:9]([N+:6]([O-:8])=[O:7])=[CH:17][CH:16]=2)[CH:12]=[N:13]1)(=[O:4])=[O:3], predict the reactants needed to synthesize it. The reactants are: [CH3:1][S:2](Cl)(=[O:4])=[O:3].[N+:6]([C:9]1[CH:10]=[C:11]2[C:15](=[CH:16][CH:17]=1)[NH:14][N:13]=[CH:12]2)([O-:8])=[O:7].C(N(CC)CC)C.C(=O)([O-])O.[Na+]. (3) Given the product [F:1][C:2]1[CH:3]=[N+:4]([O-:15])[C:5]([CH3:9])=[C:6]([CH3:8])[CH:7]=1, predict the reactants needed to synthesize it. The reactants are: [F:1][C:2]1[CH:3]=[N:4][C:5]([CH3:9])=[C:6]([CH3:8])[CH:7]=1.ClC1C=C(C=CC=1)C(OO)=[O:15].